From a dataset of Reaction yield outcomes from USPTO patents with 853,638 reactions. Predict the reaction yield, written as a fraction of the theoretical maximum amount of product (1.0 means a 100% yield; for example, 0.34 means a 34% yield). (1) The reactants are C([O:3][C:4](=O)[C:5](=[O:22])[CH2:6][C:7]1([C:13]2[CH:18]=[CH:17][CH:16]=[C:15]([Cl:19])[C:14]=2[O:20][CH3:21])[CH2:12][CH2:11][CH2:10][CH2:9][CH2:8]1)C.[F:24][C:25]([Si](C)(C)C)([F:27])[F:26].[F-].C([N+](CCCC)(CCCC)CCCC)CCC.O. The catalyst is O1CCCC1.C(OC)(C)(C)C.[F-].C([N+](CCCC)(CCCC)CCCC)CCC. The product is [Cl:19][C:15]1[C:14]([O:20][CH3:21])=[C:13]([C:7]2([CH2:6][C:5]([OH:22])([C:25]([F:27])([F:26])[F:24])[CH:4]=[O:3])[CH2:12][CH2:11][CH2:10][CH2:9][CH2:8]2)[CH:18]=[CH:17][CH:16]=1. The yield is 0.511. (2) The reactants are [CH2:1]([NH:4][C:5](=[O:9])[O:6][CH2:7][CH3:8])[C:2]#[CH:3].Cl[CH2:11][C:12]1[CH:13]=[N:14][CH:15]=[N:16][CH:17]=1.[OH-].[K+]. The catalyst is C1(C)C=CC=CC=1. The product is [CH2:1]([N:4]([CH2:11][C:12]1[CH:13]=[N:14][CH:15]=[N:16][CH:17]=1)[C:5](=[O:9])[O:6][CH2:7][CH3:8])[C:2]#[CH:3]. The yield is 0.140. (3) The reactants are [Br:1][C:2]1[CH:3]=[C:4]2[C:8](=[C:9]([C:11](O)=[O:12])[CH:10]=1)[NH:7][CH:6]=[C:5]2[CH2:14][CH:15]1[CH2:20][CH2:19][S:18](=[O:22])(=[O:21])[CH2:17][CH2:16]1.CC[N:25](CC)CC.CN(C(ON1N=NC2C=CC=CC1=2)=[N+](C)C)C.[B-](F)(F)(F)F.N.CO. The catalyst is C(Cl)Cl. The product is [Br:1][C:2]1[CH:3]=[C:4]2[C:8](=[C:9]([C:11]([NH2:25])=[O:12])[CH:10]=1)[NH:7][CH:6]=[C:5]2[CH2:14][CH:15]1[CH2:20][CH2:19][S:18](=[O:22])(=[O:21])[CH2:17][CH2:16]1. The yield is 0.650. (4) The reactants are [CH2:1]([O:3][C:4]([C:6]1[N:10]2[N:11]=[C:12](Cl)[CH:13]=[CH:14][C:9]2=[N:8][CH:7]=1)=[O:5])[CH3:2].[Cl:16][C:17]1[CH:18]=[C:19]([CH:22]=[CH:23][C:24]=1[Cl:25])[CH2:20][NH2:21]. The catalyst is CS(C)=O. The product is [CH2:1]([O:3][C:4]([C:6]1[N:10]2[N:11]=[C:12]([NH:21][CH2:20][C:19]3[CH:22]=[CH:23][C:24]([Cl:25])=[C:17]([Cl:16])[CH:18]=3)[CH:13]=[CH:14][C:9]2=[N:8][CH:7]=1)=[O:5])[CH3:2]. The yield is 0.710. (5) The reactants are [C:1]1([C:7]2[NH:11][CH:10]=[C:9]([CH:12]=[O:13])[CH:8]=2)[CH:6]=[CH:5][CH:4]=[CH:3][CH:2]=1.[H-].[Na+].C1OCCOCCOCCOCCOC1.[S:31]1[C:35]2[CH:36]=[CH:37][CH:38]=[CH:39][C:34]=2[CH:33]=[C:32]1[S:40](Cl)(=[O:42])=[O:41]. The catalyst is O1CCCC1.[Cl-].[Na+].O. The product is [S:31]1[C:35]2[CH:36]=[CH:37][CH:38]=[CH:39][C:34]=2[CH:33]=[C:32]1[S:40]([N:11]1[C:7]([C:1]2[CH:6]=[CH:5][CH:4]=[CH:3][CH:2]=2)=[CH:8][C:9]([CH:12]=[O:13])=[CH:10]1)(=[O:42])=[O:41]. The yield is 0.840. (6) The reactants are Cl.[N:2]1[CH:3]=[CH:4][N:5]2[C:10]([NH2:11])=[CH:9][CH:8]=[CH:7][C:6]=12.C(N(CC)CC)C.[F:19][C:20]([F:32])([F:31])[C:21]1[CH:30]=[CH:29][C:24]([CH2:25][N:26]=[C:27]=[O:28])=[CH:23][CH:22]=1.C([O-])([O-])=O.[K+].[K+]. The catalyst is ClCCl.CO.O. The product is [N:2]1[CH:3]=[CH:4][N:5]2[C:10]([NH:11][C:27]([NH:26][CH2:25][C:24]3[CH:23]=[CH:22][C:21]([C:20]([F:19])([F:32])[F:31])=[CH:30][CH:29]=3)=[O:28])=[CH:9][CH:8]=[CH:7][C:6]=12. The yield is 0.250. (7) The reactants are Br[CH:2]([C:19]1[CH:24]=[CH:23][N:22]=[C:21]([Cl:25])[N:20]=1)[C:3]([C:5]1[C:6]([F:18])=[C:7]([NH:11][C:12](=[O:17])[O:13][CH2:14][CH:15]=[CH2:16])[CH:8]=[CH:9][CH:10]=1)=O.[CH3:26][C:27]([CH3:32])([CH3:31])[C:28]([NH2:30])=[O:29].O. The catalyst is CC(N(C)C)=O. The product is [Cl:25][C:21]1[N:20]=[C:19]([C:2]2[O:29][C:28]([C:27]([CH3:32])([CH3:31])[CH3:26])=[N:30][C:3]=2[C:5]2[C:6]([F:18])=[C:7]([NH:11][C:12](=[O:17])[O:13][CH2:14][CH:15]=[CH2:16])[CH:8]=[CH:9][CH:10]=2)[CH:24]=[CH:23][N:22]=1. The yield is 0.190. (8) The reactants are [F:1][C:2]1([F:10])[CH2:7][CH2:6][CH:5]([CH2:8][OH:9])[CH2:4][CH2:3]1.[H-].[Na+].F[C:14]1[CH:19]=[CH:18][C:17]([S:20]([CH3:23])(=[O:22])=[O:21])=[CH:16][C:15]=1[C:24]1[C:32]2[C:27](=[C:28]([O:33][CH3:34])[N:29]=[CH:30][CH:31]=2)[N:26]([CH3:35])[CH:25]=1. The catalyst is O1CCCC1. The product is [F:1][C:2]1([F:10])[CH2:7][CH2:6][CH:5]([CH2:8][O:9][C:14]2[CH:19]=[CH:18][C:17]([S:20]([CH3:23])(=[O:22])=[O:21])=[CH:16][C:15]=2[C:24]2[C:32]3[C:27](=[C:28]([O:33][CH3:34])[N:29]=[CH:30][CH:31]=3)[N:26]([CH3:35])[CH:25]=2)[CH2:4][CH2:3]1. The yield is 0.830. (9) The product is [CH2:23]([N:30]1[CH2:2][CH2:3][N:4]2[N:5]=[C:6]([C:14]3[CH:15]=[CH:16][C:17]([F:20])=[CH:18][CH:19]=3)[CH:7]=[C:8]2[C:9]1=[O:11])[C:24]1[CH:29]=[CH:28][CH:27]=[CH:26][CH:25]=1. The catalyst is C(#N)C. The reactants are Br[CH2:2][CH2:3][N:4]1[C:8]([C:9]([O:11]CC)=O)=[CH:7][C:6]([C:14]2[CH:19]=[CH:18][C:17]([F:20])=[CH:16][CH:15]=2)=[N:5]1.[I-].[K+].[CH2:23]([NH2:30])[C:24]1[CH:29]=[CH:28][CH:27]=[CH:26][CH:25]=1. The yield is 0.460. (10) The reactants are [F:1][CH:2]([F:12])[C:3]1([C:7]([O:9]CC)=[O:8])[CH2:6][CH2:5][CH2:4]1.[OH-].[Na+]. The catalyst is C(O)C.C1COCC1.O. The product is [F:1][CH:2]([F:12])[C:3]1([C:7]([OH:9])=[O:8])[CH2:6][CH2:5][CH2:4]1. The yield is 0.590.